Dataset: NCI-60 drug combinations with 297,098 pairs across 59 cell lines. Task: Regression. Given two drug SMILES strings and cell line genomic features, predict the synergy score measuring deviation from expected non-interaction effect. Drug 1: C1=CN(C(=O)N=C1N)C2C(C(C(O2)CO)O)O.Cl. Drug 2: CCC1(C2=C(COC1=O)C(=O)N3CC4=CC5=C(C=CC(=C5CN(C)C)O)N=C4C3=C2)O.Cl. Cell line: SW-620. Synergy scores: CSS=50.7, Synergy_ZIP=-2.47, Synergy_Bliss=-2.10, Synergy_Loewe=1.82, Synergy_HSA=4.51.